From a dataset of Forward reaction prediction with 1.9M reactions from USPTO patents (1976-2016). Predict the product of the given reaction. (1) The product is: [C:24]1([CH2:23][N:20]2[CH2:19][CH2:18][N:17]([C:15]([NH:14][C:8]3([C:6]([OH:7])=[O:5])[CH2:13][CH2:12][CH2:11][CH2:10][CH2:9]3)=[O:16])[CH2:22][CH2:21]2)[CH:25]=[CH:26][CH:27]=[CH:28][CH:29]=1. Given the reactants [OH-].[Na+].C([O:5][C:6]([C:8]1([NH:14][C:15]([N:17]2[CH2:22][CH2:21][N:20]([CH2:23][C:24]3[CH:29]=[CH:28][CH:27]=[CH:26][CH:25]=3)[CH2:19][CH2:18]2)=[O:16])[CH2:13][CH2:12][CH2:11][CH2:10][CH2:9]1)=[O:7])C.CCOCC, predict the reaction product. (2) Given the reactants CC1C=CC(S(O[CH2:12][CH:13]2[CH2:17][C:16]3[CH:18]=[C:19]([Cl:30])[CH:20]=[C:21]([C:22]4[CH:27]=[C:26]([Cl:28])[CH:25]=[CH:24][C:23]=4[Cl:29])[C:15]=3[O:14]2)(=O)=O)=CC=1.[CH3:31][NH2:32], predict the reaction product. The product is: [Cl:30][C:19]1[CH:20]=[C:21]([C:22]2[CH:27]=[C:26]([Cl:28])[CH:25]=[CH:24][C:23]=2[Cl:29])[C:15]2[O:14][CH:13]([CH2:12][NH:32][CH3:31])[CH2:17][C:16]=2[CH:18]=1. (3) The product is: [F:30][C:27]1[CH:28]=[CH:29][C:24]([CH2:23][N:12]2[CH:13]=[CH:14][C:15]3[C:20](=[CH:19][CH:18]=[CH:17][CH:16]=3)[C:11]2=[O:21])=[CH:25][CH:26]=1. Given the reactants C[Si]([N-][Si](C)(C)C)(C)C.[Na+].[C:11]1(=[O:21])[C:20]2[C:15](=[CH:16][CH:17]=[CH:18][CH:19]=2)[CH:14]=[CH:13][NH:12]1.Br[CH2:23][C:24]1[CH:29]=[CH:28][C:27]([F:30])=[CH:26][CH:25]=1, predict the reaction product. (4) Given the reactants [Cl:1][C:2]1[CH:22]=[CH:21][C:5]([CH2:6][N:7]2[C:15](=[O:16])[C:14]3[N:13]([CH3:17])[C:12]([CH2:18][CH3:19])=[N:11][C:10]=3[NH:9][C:8]2=O)=[CH:4][CH:3]=1.[C:23](=[O:26])([O-])[O-].[Cs+].[Cs+], predict the reaction product. The product is: [Cl:1][C:2]1[CH:22]=[CH:21][C:5]([CH2:6][N:7]2[C:15](=[O:16])[C:14]3[N:13]([CH3:17])[C:12]([CH2:18][CH3:19])=[N:11][C:10]=3[N:9]([CH2:8][C:5]3[CH:21]=[CH:22][C:2]([Cl:1])=[CH:3][CH:4]=3)[C:23]2=[O:26])=[CH:4][CH:3]=1. (5) Given the reactants [CH3:1][O:2][CH2:3][CH2:4][C:5]1[N:6]([CH2:18][CH2:19][CH2:20][CH2:21][CH2:22][C:23]([O:25]CC)=[O:24])[C:7]2[C:16]3[CH:15]=[CH:14][CH:13]=[CH:12][C:11]=3[N:10]=[CH:9][C:8]=2[N:17]=1.[OH-].[Na+], predict the reaction product. The product is: [CH3:1][O:2][CH2:3][CH2:4][C:5]1[N:6]([CH2:18][CH2:19][CH2:20][CH2:21][CH2:22][C:23]([OH:25])=[O:24])[C:7]2[C:16]3[CH:15]=[CH:14][CH:13]=[CH:12][C:11]=3[N:10]=[CH:9][C:8]=2[N:17]=1. (6) Given the reactants Cl[C:2]1[C:11]2[C:6](=[CH:7][C:8]([O:12][CH3:13])=[CH:9][CH:10]=2)[C:5]([O:14][CH2:15][CH2:16][O:17][CH3:18])=[CH:4][N:3]=1.[F-:19].[Cs+], predict the reaction product. The product is: [F:19][C:2]1[C:11]2[C:6](=[CH:7][C:8]([O:12][CH3:13])=[CH:9][CH:10]=2)[C:5]([O:14][CH2:15][CH2:16][O:17][CH3:18])=[CH:4][N:3]=1.